Dataset: Catalyst prediction with 721,799 reactions and 888 catalyst types from USPTO. Task: Predict which catalyst facilitates the given reaction. (1) Reactant: [Cl:1][C:2]1[N:7]=[CH:6][C:5]([CH2:8][C:9]2[CH:10]=[C:11]3[C:16](=[C:17]4[CH:22]=[CH:21][CH:20]=[CH:19][C:18]=24)[N:15]=[CH:14][N:13]([CH:23]2[CH2:28][CH2:27][N:26](C(OCC4C=CC=CC=4)=O)[CH2:25][CH2:24]2)[C:12]3=[O:39])=[CH:4][CH:3]=1. Product: [Cl:1][C:2]1[N:7]=[CH:6][C:5]([CH2:8][C:9]2[CH:10]=[C:11]3[C:16](=[C:17]4[CH:22]=[CH:21][CH:20]=[CH:19][C:18]=24)[N:15]=[CH:14][N:13]([CH:23]2[CH2:28][CH2:27][NH:26][CH2:25][CH2:24]2)[C:12]3=[O:39])=[CH:4][CH:3]=1. The catalyst class is: 570. (2) Reactant: N[C:2]1[C:10]([Cl:11])=[CH:9][C:5]([C:6]([OH:8])=[O:7])=[C:4]([O:12][CH3:13])[CH:3]=1.Cl.N([O-])=O.[Na+].[Cu](C#N)[C:20]#[N:21].[C-]#N.[Na+]. Product: [Cl:11][C:10]1[C:2]([C:20]#[N:21])=[CH:3][C:4]([O:12][CH3:13])=[C:5]([CH:9]=1)[C:6]([OH:8])=[O:7]. The catalyst class is: 6. (3) Reactant: [NH2:1][CH2:2][CH2:3][NH:4][C:5](=[O:11])[O:6][C:7]([CH3:10])([CH3:9])[CH3:8].[Br:12][C:13]1[C:20]([F:21])=[CH:19][C:16]([CH:17]=O)=[C:15]([F:22])[CH:14]=1.C(O)(=O)C.[Na].C(=O)([O-])O.[Na+].[C:33](Cl)(=[O:42])[O:34][CH2:35][C:36]1[CH:41]=[CH:40][CH:39]=[CH:38][CH:37]=1. Product: [Br:12][C:13]1[C:20]([F:21])=[CH:19][C:16]([CH2:17][N:1]([CH2:2][CH2:3][NH:4][C:5]([O:6][C:7]([CH3:8])([CH3:10])[CH3:9])=[O:11])[C:33](=[O:42])[O:34][CH2:35][C:36]2[CH:41]=[CH:40][CH:39]=[CH:38][CH:37]=2)=[C:15]([F:22])[CH:14]=1. The catalyst class is: 1. (4) The catalyst class is: 8. Reactant: [CH3:1][O:2][C:3]1[CH:4]=[C:5]([CH:7]=[C:8]([O:10][CH3:11])[CH:9]=1)[NH2:6].Br[CH2:13][C:14]([C:16]1[CH:21]=[CH:20][C:19]([OH:22])=[C:18]([OH:23])[C:17]=1[OH:24])=[O:15].[C:25](=[O:28])(O)[O-].[Na+]. Product: [CH3:11][O:10][C:8]1[CH:9]=[C:3]([O:2][CH3:1])[CH:4]=[C:5]2[C:7]=1[C:14]([C:16]1[CH:21]=[CH:20][C:19]([OH:22])=[C:18]([OH:23])[C:25]=1[OH:28])=[CH:13][N:6]2[CH2:13][C:14]([C:16]1[CH:21]=[CH:20][C:19]([OH:22])=[C:18]([OH:23])[C:17]=1[OH:24])=[O:15]. (5) Reactant: Br[C:2]1[S:6][C:5]([CH:7]=[O:8])=[CH:4][CH:3]=1.[CH3:9][O:10][C:11]1[CH:16]=[CH:15][C:14](B(O)O)=[CH:13][CH:12]=1.C([O-])([O-])=O.[Na+].[Na+]. Product: [CH3:9][O:10][C:11]1[CH:16]=[CH:15][C:14]([C:2]2[S:6][C:5]([CH:7]=[O:8])=[CH:4][CH:3]=2)=[CH:13][CH:12]=1. The catalyst class is: 335. (6) Reactant: [NH2:1][C:2]1[C:3]([C:12]([NH:14][C@@H:15]([CH:20]2[CH2:25][CH2:24][CH2:23][CH2:22][CH2:21]2)[C:16]([O:18][CH3:19])=[O:17])=[O:13])=[CH:4][C:5]2[C:10]([CH:11]=1)=[CH:9][CH:8]=[CH:7][CH:6]=2.C(N(CC)CC)C.[N:33]([C:36]1[CH:37]=[CH:38][C:39]2[O:43][CH2:42][CH2:41][C:40]=2[CH:44]=1)=[C:34]=[O:35]. Product: [CH:20]1([C@H:15]([NH:14][C:12]([C:3]2[C:2]([NH:1][C:34]([NH:33][C:36]3[CH:37]=[CH:38][C:39]4[O:43][CH2:42][CH2:41][C:40]=4[CH:44]=3)=[O:35])=[CH:11][C:10]3[C:5](=[CH:6][CH:7]=[CH:8][CH:9]=3)[CH:4]=2)=[O:13])[C:16]([O:18][CH3:19])=[O:17])[CH2:25][CH2:24][CH2:23][CH2:22][CH2:21]1. The catalyst class is: 3. (7) Reactant: CC1C=CC(S(O[C:12]([C:16]2[O:17][CH:18]=[CH:19][CH:20]=2)=[CH:13][C:14]#[N:15])(=O)=O)=CC=1.Cl.[NH2:22][CH:23](C(OCC)=O)[C:24]([O:26][CH2:27][CH3:28])=[O:25].C(O)C.[O-]CC.[Na+].Cl. Product: [NH2:15][C:14]1[CH:13]=[C:12]([C:16]2[O:17][CH:18]=[CH:19][CH:20]=2)[NH:22][C:23]=1[C:24]([O:26][CH2:27][CH3:28])=[O:25]. The catalyst class is: 214. (8) Reactant: [CH:1]1(O)[CH2:4][CH2:3][CH2:2]1.[C:23]1(P([C:19]2[CH:24]=[CH:23][CH:22]=CC=2)[C:23]2[CH:22]=CC=[CH:19][CH:24]=2)[CH:22]=CC=[CH:19][CH:24]=1.N(C(OC(C)C)=O)=NC(OC(C)C)=O.[N+:39]([C:42]1[CH:43]=[C:44]2[C:48](=[CH:49][CH:50]=1)[NH:47][N:46]=[CH:45]2)([O-:41])=[O:40]. Product: [N+:39]([C:42]1[CH:43]=[C:44]2[C:48](=[CH:49][CH:50]=1)[N:47]([CH:1]1[CH2:4][CH2:3][CH2:2]1)[N:46]=[CH:45]2)([O-:41])=[O:40].[N+:39]([C:42]1[CH:50]=[CH:49][C:48]2[C:44](=[CH:45][N:46]([CH:22]3[CH2:23][CH2:24][CH2:19]3)[N:47]=2)[CH:43]=1)([O-:41])=[O:40]. The catalyst class is: 1.